Dataset: Catalyst prediction with 721,799 reactions and 888 catalyst types from USPTO. Task: Predict which catalyst facilitates the given reaction. Reactant: Cl.[CH3:2][S:3]([C:6]1[CH:11]=[CH:10][C:9]([N:12]2[C:16]3=[N:17][CH:18]=[N:19][C:20]([O:21][CH:22]4[CH2:27][CH2:26][NH:25][CH2:24][CH2:23]4)=[C:15]3[CH:14]=[N:13]2)=[CH:8][CH:7]=1)(=[O:5])=[O:4].[CH2:28]([O:30][C:31](Cl)=[O:32])[CH3:29].C(N(CC)CC)C. Product: [CH2:28]([O:30][C:31]([N:25]1[CH2:26][CH2:27][CH:22]([O:21][C:20]2[N:19]=[CH:18][N:17]=[C:16]3[N:12]([C:9]4[CH:10]=[CH:11][C:6]([S:3]([CH3:2])(=[O:4])=[O:5])=[CH:7][CH:8]=4)[N:13]=[CH:14][C:15]=23)[CH2:23][CH2:24]1)=[O:32])[CH3:29]. The catalyst class is: 3.